From a dataset of Reaction yield outcomes from USPTO patents with 853,638 reactions. Predict the reaction yield, written as a fraction of the theoretical maximum amount of product (1.0 means a 100% yield; for example, 0.34 means a 34% yield). (1) The reactants are [NH:1]1[CH:5]=[CH:4][CH:3]=[N:2]1.[C:6]([O-])([O-])=O.[K+].[K+].CN[C@H:14]1[C@H:19]([NH:20]C)[CH2:18][CH2:17][CH2:16][CH2:15]1.O. The yield is 0.700. The product is [CH3:6][C:14]1[CH:15]=[C:16]([N:1]2[CH:5]=[CH:4][CH:3]=[N:2]2)[CH:17]=[CH:18][C:19]=1[NH2:20]. The catalyst is CN1C(=O)CCC1.[Cu]I.CCOC(C)=O. (2) The yield is 0.790. The reactants are I[C:2]1[C:3]([CH3:25])=[CH:4][CH:5]=[C:6]2[C:11]=1[N:10]=[C:9]([CH3:12])[N:8]=[C:7]2[NH:13][C:14]1[CH:19]=[CH:18][CH:17]=[C:16]([O:20][C:21]([F:24])([F:23])[F:22])[CH:15]=1.[CH3:26][NH:27][C:28]1[N:37]=[CH:36][C:35]2[C:30](=[CH:31][CH:32]=[C:33](B3OC(C)(C)C(C)(C)O3)[CH:34]=2)[N:29]=1.C(=O)([O-])[O-].[Na+].[Na+]. The product is [CH3:12][C:9]1[N:8]=[C:7]([NH:13][C:14]2[CH:19]=[CH:18][CH:17]=[C:16]([O:20][C:21]([F:24])([F:23])[F:22])[CH:15]=2)[C:6]2[C:11](=[C:2]([C:33]3[CH:34]=[C:35]4[C:30](=[CH:31][CH:32]=3)[N:29]=[C:28]([NH:27][CH3:26])[N:37]=[CH:36]4)[C:3]([CH3:25])=[CH:4][CH:5]=2)[N:10]=1. The catalyst is [Pd].C1(P(C2C=CC=CC=2)C2C=CC=CC=2)C=CC=CC=1.C1(P(C2C=CC=CC=2)C2C=CC=CC=2)C=CC=CC=1.C1(P(C2C=CC=CC=2)C2C=CC=CC=2)C=CC=CC=1.C1(P(C2C=CC=CC=2)C2C=CC=CC=2)C=CC=CC=1.O1CCOCC1. (3) The reactants are [Br:1]N1C(=O)CCC1=O.[Cl:9][C:10]1[C:11]2[CH:18]=[CH:17][N:16]([CH:19]([CH3:21])[CH3:20])[C:12]=2[N:13]=[CH:14][N:15]=1. The catalyst is C(Cl)Cl. The product is [Br:1][C:18]1[C:11]2[C:10]([Cl:9])=[N:15][CH:14]=[N:13][C:12]=2[N:16]([CH:19]([CH3:21])[CH3:20])[CH:17]=1. The yield is 0.940.